This data is from Catalyst prediction with 721,799 reactions and 888 catalyst types from USPTO. The task is: Predict which catalyst facilitates the given reaction. (1) Reactant: [C:1]([OH:4])(=[O:3])[CH3:2].[CH2:5]([O:12][C:13]1[CH:18]=[CH:17][CH:16]=[CH:15][C:14]=1[NH:19][S:20]([CH3:23])(=[O:22])=[O:21])[C:6]1[CH:11]=[CH:10][CH:9]=[CH:8][CH:7]=1.Cl[C:25]([O:27][CH2:28][C:29]1[CH:34]=[CH:33][CH:32]=[CH:31][CH:30]=1)=[O:26].CN(C1C=CC=CN=1)C.C(N(CC)CC)C. Product: [C:1]([OH:4])(=[O:3])[CH3:2].[CH2:5]([O:12][C:13]1[CH:18]=[CH:17][CH:16]=[CH:15][C:14]=1[N:19]([C:25]([O:27][CH2:28][C:29]1[CH:34]=[CH:33][CH:32]=[CH:31][CH:30]=1)=[O:26])[S:20]([CH3:23])(=[O:22])=[O:21])[C:6]1[CH:7]=[CH:8][CH:9]=[CH:10][CH:11]=1. The catalyst class is: 2. (2) The catalyst class is: 8. Product: [NH2:1][C:4]1[CH:5]=[C:6]([C:10]2[C:14]3[N:15]=[C:16]([NH:20][C:21]4[CH:26]=[C:25]([O:27][CH3:28])[C:24]([O:29][CH3:30])=[C:23]([O:31][CH3:32])[CH:22]=4)[N:17]=[C:18]([NH2:19])[C:13]=3[S:12][CH:11]=2)[CH:7]=[CH:8][CH:9]=1. Reactant: [N+:1]([C:4]1[CH:5]=[C:6]([C:10]2[C:14]3[N:15]=[C:16]([NH:20][C:21]4[CH:26]=[C:25]([O:27][CH3:28])[C:24]([O:29][CH3:30])=[C:23]([O:31][CH3:32])[CH:22]=4)[N:17]=[C:18]([NH2:19])[C:13]=3[S:12][CH:11]=2)[CH:7]=[CH:8][CH:9]=1)([O-])=O.O.O.[Sn](Cl)Cl.